From a dataset of Peptide-MHC class I binding affinity with 185,985 pairs from IEDB/IMGT. Regression. Given a peptide amino acid sequence and an MHC pseudo amino acid sequence, predict their binding affinity value. This is MHC class I binding data. (1) The peptide sequence is FRNLAYGRTCVLGK. The MHC is HLA-A02:06 with pseudo-sequence HLA-A02:06. The binding affinity (normalized) is 0. (2) The binding affinity (normalized) is 0.0847. The peptide sequence is RAWDPQPAM. The MHC is HLA-A25:01 with pseudo-sequence HLA-A25:01.